Dataset: Peptide-MHC class II binding affinity with 134,281 pairs from IEDB. Task: Regression. Given a peptide amino acid sequence and an MHC pseudo amino acid sequence, predict their binding affinity value. This is MHC class II binding data. (1) The peptide sequence is YEVRAELPGVDPDKD. The MHC is DRB3_0101 with pseudo-sequence DRB3_0101. The binding affinity (normalized) is 0.192. (2) The peptide sequence is ETADELAALLAAVQA. The MHC is DRB1_0101 with pseudo-sequence DRB1_0101. The binding affinity (normalized) is 0.361. (3) The peptide sequence is SHLNAMSKVRKDISE. The MHC is HLA-DQA10601-DQB10402 with pseudo-sequence HLA-DQA10601-DQB10402. The binding affinity (normalized) is 0.282. (4) The peptide sequence is KGSNPNYLALLVKYV. The binding affinity (normalized) is 0.290. The MHC is DRB5_0101 with pseudo-sequence DRB5_0101. (5) The peptide sequence is KAFAEGLSGEPKGGA. The MHC is HLA-DQA10501-DQB10201 with pseudo-sequence HLA-DQA10501-DQB10201. The binding affinity (normalized) is 0.120.